This data is from Reaction yield outcomes from USPTO patents with 853,638 reactions. The task is: Predict the reaction yield, written as a fraction of the theoretical maximum amount of product (1.0 means a 100% yield; for example, 0.34 means a 34% yield). (1) The reactants are [F:1][C:2]1[CH:7]=[CH:6][C:5]([C:8]2[O:9][C:10]3[CH:20]=[CH:19][C:18]([C:21]4[CH:22]=[C:23]([CH:27]=[CH:28][C:29]=4[O:30][CH3:31])[C:24]([OH:26])=O)=[CH:17][C:11]=3[C:12]=2[C:13](=[O:16])[NH:14][CH3:15])=[CH:4][CH:3]=1.[CH3:32][CH:33]([CH3:36])[CH2:34][NH2:35].C(N(C(C)C)C(C)C)C.CN(C(ON1N=NC2C=CC=NC1=2)=[N+](C)C)C.F[P-](F)(F)(F)(F)F. The catalyst is C(OCC)(=O)C.CN(C=O)C. The product is [F:1][C:2]1[CH:7]=[CH:6][C:5]([C:8]2[O:9][C:10]3[CH:20]=[CH:19][C:18]([C:21]4[CH:22]=[C:23]([C:24](=[O:26])[NH:35][CH2:34][CH:33]([CH3:36])[CH3:32])[CH:27]=[CH:28][C:29]=4[O:30][CH3:31])=[CH:17][C:11]=3[C:12]=2[C:13]([NH:14][CH3:15])=[O:16])=[CH:4][CH:3]=1. The yield is 0.600. (2) The reactants are [C:1]([O:5][C:6]([N:8]1[CH2:12][CH2:11][C@H:10]([CH:13]=[CH2:14])[C@H:9]1[CH2:15][O:16][Si](C(C)(C)C)(C1C=CC=CC=1)C1C=CC=CC=1)=[O:7])([CH3:4])([CH3:3])[CH3:2].CCCC[N+](CCCC)(CCCC)CCCC.[F-].O. The catalyst is C1COCC1. The product is [C:1]([O:5][C:6]([N:8]1[CH2:12][CH2:11][C@H:10]([CH:13]=[CH2:14])[C@H:9]1[CH2:15][OH:16])=[O:7])([CH3:4])([CH3:3])[CH3:2]. The yield is 0.980. (3) The reactants are C[N:2](C)/[CH:3]=[CH:4]/[C:5]([C:7]1[CH:12]=[CH:11][CH:10]=[C:9]([C:13]([F:16])([F:15])[F:14])[CH:8]=1)=O.C(O)C.[NH2:21]N. No catalyst specified. The product is [F:14][C:13]([F:16])([F:15])[C:9]1[CH:8]=[C:7]([C:5]2[CH:4]=[CH:3][NH:2][N:21]=2)[CH:12]=[CH:11][CH:10]=1. The yield is 0.890. (4) The reactants are Br[C:2]1[C:3]([C:9]#[N:10])=[N:4][CH:5]=[C:6](C)[CH:7]=1.[C:11]([O-])([O-])=O.[K+].[K+].[N:17]1[NH:18][N:19]=[CH:20][CH:21]=1. The catalyst is CN(C=O)C. The product is [CH3:11][C:5]1[N:4]=[C:3]([C:9]#[N:10])[C:2]([N:18]2[N:19]=[CH:20][CH:21]=[N:17]2)=[CH:7][CH:6]=1. The yield is 0.480. (5) The catalyst is C1(C)C=CC=CC=1. The yield is 0.510. The reactants are [CH3:1][O:2][C:3]1[CH:12]=[CH:11][CH:10]=[C:9]2[C:4]=1[CH2:5][CH:6]([CH3:14])[CH2:7][C:8]2=[O:13].[C:15]([O:19][CH2:20][CH3:21])(=[O:18])[CH:16]=O.C1(S(O)(=O)=O)C=CC=CC=1.S([O-])([O-])(=O)=O.[Mg+2]. The product is [CH2:20]([O:19][C:15](=[O:18])[CH:16]=[C:7]1[CH:6]([CH3:14])[CH2:5][C:4]2[C:9](=[CH:10][CH:11]=[CH:12][C:3]=2[O:2][CH3:1])[C:8]1=[O:13])[CH3:21]. (6) The reactants are [CH3:1][O:2][C:3]([C:5]1[CH:10]=[CH:9][C:8]([C:11]2[N:12]([C:17]([O:19][C:20]([CH3:23])([CH3:22])[CH3:21])=[O:18])[CH2:13][CH2:14][O:15][CH:16]=2)=[CH:7][CH:6]=1)=[O:4]. The catalyst is CO.[OH-].[OH-].[Pd+2]. The product is [CH3:1][O:2][C:3]([C:5]1[CH:6]=[CH:7][C:8]([CH:11]2[CH2:16][O:15][CH2:14][CH2:13][N:12]2[C:17]([O:19][C:20]([CH3:23])([CH3:22])[CH3:21])=[O:18])=[CH:9][CH:10]=1)=[O:4]. The yield is 0.950.